Dataset: Reaction yield outcomes from USPTO patents with 853,638 reactions. Task: Predict the reaction yield, written as a fraction of the theoretical maximum amount of product (1.0 means a 100% yield; for example, 0.34 means a 34% yield). (1) The reactants are C1C=CC(P(C2C=CC=CC=2)C2C=CC=CC=2)=CC=1.[F:20][C:21]([F:30])([F:29])[C:22]1[CH:23]=[CH:24][C:25]([OH:28])=[N:26][CH:27]=1.C1C=CC(COC(/N=N/C(OCC2C=CC=CC=2)=O)=O)=CC=1.[CH2:53]([N:60]1[CH2:64][CH:63]([C:65]2[CH:70]=[CH:69][C:68]([Cl:71])=[C:67]([Cl:72])[CH:66]=2)[CH:62]([CH:73](O)[CH3:74])[CH2:61]1)[C:54]1[CH:59]=[CH:58][CH:57]=[CH:56][CH:55]=1. The catalyst is C1COCC1. The product is [CH2:53]([N:60]1[CH2:64][CH:63]([C:65]2[CH:70]=[CH:69][C:68]([Cl:71])=[C:67]([Cl:72])[CH:66]=2)[CH:62]([CH:73]([O:28][C:25]2[CH:24]=[CH:23][C:22]([C:21]([F:20])([F:29])[F:30])=[CH:27][N:26]=2)[CH3:74])[CH2:61]1)[C:54]1[CH:55]=[CH:56][CH:57]=[CH:58][CH:59]=1. The yield is 0.780. (2) The reactants are [O:1]1[C:5]2[CH:6]=[CH:7][C:8]([CH2:10][C:11]#[N:12])=[CH:9][C:4]=2[O:3]C1.B(Br)(Br)Br.O. The catalyst is C(Cl)Cl. The product is [OH:3][C:4]1[CH:9]=[C:8]([CH2:10][C:11]#[N:12])[CH:7]=[CH:6][C:5]=1[OH:1]. The yield is 0.540.